Task: Predict the reactants needed to synthesize the given product.. Dataset: Full USPTO retrosynthesis dataset with 1.9M reactions from patents (1976-2016) (1) Given the product [CH2:19]([O:31][C:28](=[O:29])[CH2:24][C:25]([NH:12][C:10]1[S:11][C:7]([C:1]2[CH:2]=[CH:3][CH:4]=[CH:5][CH:6]=2)=[CH:8][N:9]=1)=[O:26])[CH3:21], predict the reactants needed to synthesize it. The reactants are: [C:1]1([C:7]2[S:11][C:10]([NH2:12])=[N:9][CH:8]=2)[CH:6]=[CH:5][CH:4]=[CH:3][CH:2]=1.CCN([CH:19]([CH3:21])C)C(C)C.C([CH:24]([C:28](Cl)=[O:29])[C:25](Cl)=[O:26])C.[OH2:31]. (2) Given the product [CH3:8][C:9]([OH:11])([CH3:12])[CH2:10][N:1]1[CH2:6][CH2:5][NH:4][CH2:3][CH2:2]1, predict the reactants needed to synthesize it. The reactants are: [NH:1]1[CH2:6][CH2:5][NH:4][CH2:3][CH2:2]1.Cl[CH2:8][C:9]([CH3:12])([OH:11])[CH3:10]. (3) Given the product [CH:1]([C:4]1[CH:13]=[C:12]2[C:7]([C:8](=[O:20])[N:9]([N:15]([S:16]([CH3:19])(=[O:17])=[O:18])[C:28](=[O:29])[CH2:30][O:31][C:32](=[O:34])[CH3:33])[C:10](=[O:14])[NH:11]2)=[CH:6][C:5]=1[C:21]1[N:22]([CH3:26])[N:23]=[CH:24][CH:25]=1)([CH3:3])[CH3:2], predict the reactants needed to synthesize it. The reactants are: [CH:1]([C:4]1[CH:13]=[C:12]2[C:7]([C:8](=[O:20])[N:9]([NH:15][S:16]([CH3:19])(=[O:18])=[O:17])[C:10](=[O:14])[NH:11]2)=[CH:6][C:5]=1[C:21]1[N:22]([CH3:26])[N:23]=[CH:24][CH:25]=1)([CH3:3])[CH3:2].Cl[C:28]([CH2:30][O:31][C:32](=[O:34])[CH3:33])=[O:29]. (4) Given the product [NH2:25][C:26]1[C:27]([C:36]([NH:44][C@H:43]([C:45]([O:47][CH3:48])=[O:46])[CH2:42][CH2:41][C:40]([CH3:50])([CH3:39])[CH3:49])=[O:38])=[CH:28][C:29]2[C:34]([CH:35]=1)=[CH:33][CH:32]=[CH:31][CH:30]=2, predict the reactants needed to synthesize it. The reactants are: CN(C(ON1N=NC2C=CC=NC1=2)=[N+](C)C)C.F[P-](F)(F)(F)(F)F.[NH2:25][C:26]1[C:27]([C:36]([OH:38])=O)=[CH:28][C:29]2[C:34]([CH:35]=1)=[CH:33][CH:32]=[CH:31][CH:30]=2.[CH3:39][C:40]([CH3:50])([CH3:49])[CH2:41][CH2:42][C@@H:43]([C:45]([O:47][CH3:48])=[O:46])[NH2:44].C(N(C(C)C)CC)(C)C. (5) Given the product [CH3:1][O:2][C:3]1[CH:4]=[CH:5][C:6]([CH2:7][N:8]2[C:12]3=[N:13][CH:14]=[CH:15][C:16]([O:17][C:18]4[C:19]([F:26])=[CH:20][C:21]([NH:25][C:51]([C:48]5[C:49](=[O:50])[N:44]([C:41]6[CH:42]=[CH:43][C:38]([F:37])=[CH:39][CH:40]=6)[N:45]=[CH:46][CH:47]=5)=[O:52])=[C:22]([Cl:24])[CH:23]=4)=[C:11]3[C:10]([NH:27][CH:28]3[CH2:33][CH2:32][N:31]([CH3:34])[CH2:30][CH2:29]3)=[N:9]2)=[CH:35][CH:36]=1, predict the reactants needed to synthesize it. The reactants are: [CH3:1][O:2][C:3]1[CH:36]=[CH:35][C:6]([CH2:7][N:8]2[C:12]3=[N:13][CH:14]=[CH:15][C:16]([O:17][C:18]4[CH:23]=[C:22]([Cl:24])[C:21]([NH2:25])=[CH:20][C:19]=4[F:26])=[C:11]3[C:10]([NH:27][CH:28]3[CH2:33][CH2:32][N:31]([CH3:34])[CH2:30][CH2:29]3)=[N:9]2)=[CH:5][CH:4]=1.[F:37][C:38]1[CH:43]=[CH:42][C:41]([N:44]2[C:49](=[O:50])[C:48]([C:51](O)=[O:52])=[CH:47][CH:46]=[N:45]2)=[CH:40][CH:39]=1.C(N(CC)CC)C.CCN=C=NCCCN(C)C.C1C=CC2N(O)N=NC=2C=1.